This data is from NCI-60 drug combinations with 297,098 pairs across 59 cell lines. The task is: Regression. Given two drug SMILES strings and cell line genomic features, predict the synergy score measuring deviation from expected non-interaction effect. Drug 1: C1CC(=O)NC(=O)C1N2C(=O)C3=CC=CC=C3C2=O. Drug 2: C1C(C(OC1N2C=NC3=C2NC=NCC3O)CO)O. Cell line: K-562. Synergy scores: CSS=1.25, Synergy_ZIP=2.68, Synergy_Bliss=7.14, Synergy_Loewe=-1.29, Synergy_HSA=-0.659.